This data is from Peptide-MHC class II binding affinity with 134,281 pairs from IEDB. The task is: Regression. Given a peptide amino acid sequence and an MHC pseudo amino acid sequence, predict their binding affinity value. This is MHC class II binding data. (1) The binding affinity (normalized) is 0.0777. The peptide sequence is TMAQMNQAFRNIVNM. The MHC is HLA-DQA10501-DQB10201 with pseudo-sequence HLA-DQA10501-DQB10201. (2) The peptide sequence is DMFFATVGFALGVFV. The MHC is HLA-DQA10101-DQB10501 with pseudo-sequence HLA-DQA10101-DQB10501. The binding affinity (normalized) is 0.397. (3) The peptide sequence is KALYDLQRSAMVYSS. The MHC is DRB1_0701 with pseudo-sequence DRB1_0701. The binding affinity (normalized) is 0.596.